The task is: Predict which catalyst facilitates the given reaction.. This data is from Catalyst prediction with 721,799 reactions and 888 catalyst types from USPTO. (1) Reactant: [OH:1][CH2:2][C:3]1[N:19]=[CH:18][C:6]2[O:7][CH2:8][CH2:9][N:10]([C:11]([O:13][C:14]([CH3:17])([CH3:16])[CH3:15])=[O:12])[C:5]=2[CH:4]=1. Product: [CH:2]([C:3]1[N:19]=[CH:18][C:6]2[O:7][CH2:8][CH2:9][N:10]([C:11]([O:13][C:14]([CH3:15])([CH3:16])[CH3:17])=[O:12])[C:5]=2[CH:4]=1)=[O:1]. The catalyst class is: 742. (2) Reactant: [C:1]1([S:7]([N:10]2[C:14]3[CH:15]=[N:16][C:17]([C:35]#[N:36])=[C:18]([O:19][CH:20]4[CH2:25][CH2:24][N:23]([CH2:26][CH2:27][O:28]C5CCCCO5)[CH2:22][CH2:21]4)[C:13]=3[C:12]3[CH:37]=[C:38]([Br:41])[CH:39]=[N:40][C:11]2=3)(=[O:9])=[O:8])[CH:6]=[CH:5][CH:4]=[CH:3][CH:2]=1.CC1C=CC(S(O)(=O)=O)=CC=1. Product: [C:1]1([S:7]([N:10]2[C:14]3[CH:15]=[N:16][C:17]([C:35]#[N:36])=[C:18]([O:19][CH:20]4[CH2:21][CH2:22][N:23]([CH2:26][CH2:27][OH:28])[CH2:24][CH2:25]4)[C:13]=3[C:12]3[CH:37]=[C:38]([Br:41])[CH:39]=[N:40][C:11]2=3)(=[O:8])=[O:9])[CH:2]=[CH:3][CH:4]=[CH:5][CH:6]=1. The catalyst class is: 98. (3) Reactant: [Cl:1][C:2]1[CH:3]=[C:4]([CH:24]=[CH:25][CH:26]=1)[C:5]([NH:7][C:8]1[C:9]([N:15]2[CH2:20][CH2:19][CH:18]([CH:21](O)C)[CH2:17][CH2:16]2)=[N:10][CH:11]=[C:12]([Cl:14])[CH:13]=1)=[O:6].C1(P(C2C=CC=CC=2)C2C=CC=CC=2)C=CC=CC=1.C(Br)(Br)(Br)[Br:47]. Product: [Br:47][CH2:21][CH:18]1[CH2:19][CH2:20][N:15]([C:9]2[C:8]([NH:7][C:5](=[O:6])[C:4]3[CH:24]=[CH:25][CH:26]=[C:2]([Cl:1])[CH:3]=3)=[CH:13][C:12]([Cl:14])=[CH:11][N:10]=2)[CH2:16][CH2:17]1. The catalyst class is: 2. (4) Reactant: [CH3:1][S:2]([O:5][C:6]1[C:14]([O:15][CH3:16])=[CH:13][C:12]([C:17]2[N:18]([C:28]([O:30][C:31]([CH3:34])([CH3:33])[CH3:32])=[O:29])[C:19]3[C:24]([CH:25]=2)=[CH:23][C:22]([CH:26]=O)=[CH:21][CH:20]=3)=[C:11]2[C:7]=1[CH2:8][NH:9][C:10]2=[O:35])(=[O:4])=[O:3].[CH:36]1([NH2:39])[CH2:38][CH2:37]1.C(O)(=O)C.C(O[BH-](OC(=O)C)OC(=O)C)(=O)C.[Na+]. Product: [CH3:1][S:2]([O:5][C:6]1[C:14]([O:15][CH3:16])=[CH:13][C:12]([C:17]2[N:18]([C:28]([O:30][C:31]([CH3:32])([CH3:33])[CH3:34])=[O:29])[C:19]3[C:24]([CH:25]=2)=[CH:23][C:22]([CH2:26][NH:39][CH:36]2[CH2:38][CH2:37]2)=[CH:21][CH:20]=3)=[C:11]2[C:7]=1[CH2:8][NH:9][C:10]2=[O:35])(=[O:3])=[O:4]. The catalyst class is: 10.